This data is from Full USPTO retrosynthesis dataset with 1.9M reactions from patents (1976-2016). The task is: Predict the reactants needed to synthesize the given product. The reactants are: [Br:1][C:2]1[C:3]([Cl:20])=[C:4]2[C:10](I)=[CH:9][N:8]([CH2:12][O:13][CH2:14][CH2:15][Si:16]([CH3:19])([CH3:18])[CH3:17])[C:5]2=[N:6][CH:7]=1.[C:21]([O:25][CH2:26][C:27]1[CH:32]=[CH:31][CH:30]=[CH:29][C:28]=1B(O)O)([CH3:24])([CH3:23])[CH3:22].C(=O)([O-])[O-].[Na+].[Na+].S([O-])([O-])(=O)=O.[Na+].[Na+]. Given the product [Br:1][C:2]1[C:3]([Cl:20])=[C:4]2[C:10]([C:32]3[CH:31]=[CH:30][CH:29]=[CH:28][C:27]=3[CH2:26][O:25][C:21]([CH3:24])([CH3:23])[CH3:22])=[CH:9][N:8]([CH2:12][O:13][CH2:14][CH2:15][Si:16]([CH3:19])([CH3:18])[CH3:17])[C:5]2=[N:6][CH:7]=1, predict the reactants needed to synthesize it.